This data is from Catalyst prediction with 721,799 reactions and 888 catalyst types from USPTO. The task is: Predict which catalyst facilitates the given reaction. (1) Reactant: [O:1]=[C:2]1[NH:6][CH2:5][CH2:4][N:3]1[C:7](Cl)=[O:8].[C:10]1([CH2:16][O:17][C:18]([C:20]2([NH2:26])[CH2:25][CH2:24][CH2:23][CH2:22][CH2:21]2)=[O:19])[CH:15]=[CH:14][CH:13]=[CH:12][CH:11]=1.C(N(CC)CC)C. Product: [C:10]1([CH2:16][O:17][C:18]([C:20]2([NH:26][C:7]([N:3]3[CH2:4][CH2:5][NH:6][C:2]3=[O:1])=[O:8])[CH2:21][CH2:22][CH2:23][CH2:24][CH2:25]2)=[O:19])[CH:11]=[CH:12][CH:13]=[CH:14][CH:15]=1. The catalyst class is: 22. (2) Reactant: [Br:1][C:2]1[CH:3]=[C:4]2[C:8](=[C:9]([CH3:11])[CH:10]=1)[NH:7][CH:6]=[C:5]2[CH:12]([CH3:14])[CH3:13].C([BH3-])#N.[Na+]. Product: [Br:1][C:2]1[CH:3]=[C:4]2[C:8](=[C:9]([CH3:11])[CH:10]=1)[NH:7][CH2:6][CH:5]2[CH:12]([CH3:14])[CH3:13]. The catalyst class is: 15. (3) Reactant: Br[C:2]1[CH:22]=[CH:21][C:5]([O:6][C:7]2[CH:14]=[CH:13][C:10]([C:11]#[N:12])=[C:9]([O:15][CH:16]3[CH2:20][CH2:19][CH2:18][CH2:17]3)[N:8]=2)=[CH:4][C:3]=1[CH:23]=[O:24].[B:25]1([B:25]2[O:29][C:28]([CH3:31])([CH3:30])[C:27]([CH3:33])([CH3:32])[O:26]2)[O:29][C:28]([CH3:31])([CH3:30])[C:27]([CH3:33])([CH3:32])[O:26]1.C([O-])(=O)C.[K+]. Product: [CH:16]1([O:15][C:9]2[N:8]=[C:7]([O:6][C:5]3[CH:21]=[CH:22][C:2]([B:25]4[O:29][C:28]([CH3:31])([CH3:30])[C:27]([CH3:33])([CH3:32])[O:26]4)=[C:3]([CH:23]=[O:24])[CH:4]=3)[CH:14]=[CH:13][C:10]=2[C:11]#[N:12])[CH2:20][CH2:19][CH2:18][CH2:17]1. The catalyst class is: 75. (4) Reactant: N1[CH2:6][CH2:5]OCC1.[C:7](O)(=O)C.[CH3:11][C:12]1([CH3:20])[O:17][C:16](=[O:18])[CH2:15][C:14](=[O:19])[O:13]1. Product: [C:5](=[C:15]1[C:16](=[O:18])[O:17][C:12]([CH3:20])([CH3:11])[O:13][C:14]1=[O:19])([CH3:6])[CH3:7]. The catalyst class is: 21. (5) Reactant: [F:1][C:2]1[CH:7]=[CH:6][C:5]([C:8]2[CH:13]=[CH:12][C:11](C(=O)C)=[CH:10][CH:9]=2)=[CH:4][CH:3]=1.O(Br)[Na].[C:20]([OH:23])(=[O:22])C.C1(C2C=CC=CC=2)C=CC=CC=1.S(S([O-])=O)([O-])(=O)=O.[Na+].[Na+]. Product: [F:1][C:2]1[CH:3]=[CH:4][C:5]([C:8]2[C:9]([C:20]([OH:23])=[O:22])=[CH:10][CH:11]=[CH:12][CH:13]=2)=[CH:6][CH:7]=1. The catalyst class is: 38. (6) Reactant: [Br:1][C:2]1[CH:3]=[C:4]([CH:7]=[CH:8][C:9]=1[O:10][CH3:11])[CH:5]=O.N1CCCC1.[NH:17]1[C:25]2[C:20](=[CH:21][CH:22]=[CH:23][CH:24]=2)[CH2:19][C:18]1=[O:26].Cl. Product: [Br:1][C:2]1[CH:3]=[C:4]([CH:7]=[CH:8][C:9]=1[O:10][CH3:11])[CH:5]=[C:19]1[C:20]2[C:25](=[CH:24][CH:23]=[CH:22][CH:21]=2)[NH:17][C:18]1=[O:26]. The catalyst class is: 9. (7) Reactant: B(F)(F)F.CCOCC.C([NH2:13])(=O)C.[C:14]([C:18]1[CH:58]=[CH:57][C:21]([C:22]([NH:24][C@H:25]([C:53]([O:55][CH3:56])=[O:54])[CH2:26][C:27]2[CH:52]=[CH:51][C:30]([C:31]([O:33][CH2:34][C:35]([C:37]3[CH:42]=[CH:41][C:40]([O:43][CH2:44][CH2:45][CH2:46][CH2:47][CH2:48][CH2:49][CH3:50])=[CH:39][CH:38]=3)=O)=O)=[CH:29][CH:28]=2)=[O:23])=[CH:20][CH:19]=1)([CH3:17])([CH3:16])[CH3:15]. Product: [C:14]([C:18]1[CH:58]=[CH:57][C:21]([C:22]([NH:24][C@@H:25]([CH2:26][C:27]2[CH:52]=[CH:51][C:30]([C:31]3[O:33][CH:34]=[C:35]([C:37]4[CH:42]=[CH:41][C:40]([O:43][CH2:44][CH2:45][CH2:46][CH2:47][CH2:48][CH2:49][CH3:50])=[CH:39][CH:38]=4)[N:13]=3)=[CH:29][CH:28]=2)[C:53]([O:55][CH3:56])=[O:54])=[O:23])=[CH:20][CH:19]=1)([CH3:17])([CH3:16])[CH3:15]. The catalyst class is: 425. (8) Reactant: [NH2:1][C:2]1([C:12]([O:14][CH3:15])=[O:13])[CH2:11][CH2:10][C:5]2([O:9][CH2:8][CH2:7][O:6]2)[CH2:4][CH2:3]1.C(N(CC)CC)C.[Br:23][C:24]1[CH:25]=[CH:26][C:27]([CH3:34])=[C:28]([CH2:30][C:31](Cl)=[O:32])[CH:29]=1. Product: [Br:23][C:24]1[CH:25]=[CH:26][C:27]([CH3:34])=[C:28]([CH2:30][C:31]([NH:1][C:2]2([C:12]([O:14][CH3:15])=[O:13])[CH2:3][CH2:4][C:5]3([O:9][CH2:8][CH2:7][O:6]3)[CH2:10][CH2:11]2)=[O:32])[CH:29]=1. The catalyst class is: 4. (9) Reactant: [F:1][C:2]([Si](C)(C)C)([F:4])[F:3].O.O.O.[F-].C([N+](CCCC)(CCCC)CCCC)CCC.[Cl:30][C:31]1[CH:32]=[C:33]([CH:43]=[CH:44][C:45]=1[CH:46]([CH3:56])[C:47]([C:49]1[CH:54]=[CH:53][N:52]=[C:51]([CH3:55])[CH:50]=1)=[O:48])[O:34][C:35]1[CH:42]=[CH:41][C:38]([C:39]#[N:40])=[CH:37][CH:36]=1. Product: [Cl:30][C:31]1[CH:32]=[C:33]([CH:43]=[CH:44][C:45]=1[CH:46]([CH3:56])[C:47]([OH:48])([C:49]1[CH:54]=[CH:53][N:52]=[C:51]([CH3:55])[CH:50]=1)[C:2]([F:4])([F:3])[F:1])[O:34][C:35]1[CH:42]=[CH:41][C:38]([C:39]#[N:40])=[CH:37][CH:36]=1. The catalyst class is: 1. (10) Reactant: [Cl:1][C:2]1[CH:7]=[CH:6][C:5]([NH:8][C:9](=[O:14])[C:10]([CH3:13])([CH3:12])[CH3:11])=[CH:4][CH:3]=1.C([Li])CCC.[F:20][C:21]([F:28])([F:27])[C:22](OCC)=[O:23]. Product: [Cl:1][C:2]1[CH:3]=[CH:4][C:5]([NH:8][C:9](=[O:14])[C:10]([CH3:11])([CH3:13])[CH3:12])=[C:6]([C:22](=[O:23])[C:21]([F:28])([F:27])[F:20])[CH:7]=1. The catalyst class is: 7.